Dataset: Reaction yield outcomes from USPTO patents with 853,638 reactions. Task: Predict the reaction yield, written as a fraction of the theoretical maximum amount of product (1.0 means a 100% yield; for example, 0.34 means a 34% yield). (1) The reactants are [CH3:1][C:2]1[C:6]([C:7]2[O:8][C:9]3[CH:15]=[CH:14][C:13]([CH2:16][C:17]([OH:19])=O)=[CH:12][C:10]=3[CH:11]=2)=[C:5]([CH3:20])[O:4][N:3]=1.C(Cl)CCl.[Cl:25][C:26]1[CH:31]=[CH:30][C:29]([CH:32]([C:34]2[CH:39]=[CH:38][CH:37]=[CH:36][CH:35]=2)[NH2:33])=[CH:28][CH:27]=1.C1C=CC2N(O)N=NC=2C=1.CCN(CC)CC. The catalyst is C1COCC1.O. The product is [Cl:25][C:26]1[CH:27]=[CH:28][C:29]([CH:32]([C:34]2[CH:35]=[CH:36][CH:37]=[CH:38][CH:39]=2)[NH:33][C:17](=[O:19])[CH2:16][C:13]2[CH:14]=[CH:15][C:9]3[O:8][C:7]([C:6]4[C:2]([CH3:1])=[N:3][O:4][C:5]=4[CH3:20])=[CH:11][C:10]=3[CH:12]=2)=[CH:30][CH:31]=1. The yield is 0.390. (2) The reactants are C([O:3][C:4]([C:6]1[N:11]=[C:10]2[N:12]([CH2:15][C:16]3[CH:17]=[C:18]4[C:23](=[CH:24][CH:25]=3)[N:22]=[CH:21][CH:20]=[CH:19]4)[N:13]=[N:14][C:9]2=[N:8][CH:7]=1)=[CH2:5])C.Cl.C([O-])(O)=O.[Na+]. The catalyst is C(#N)C. The product is [N:22]1[C:23]2[C:18](=[CH:17][C:16]([CH2:15][N:12]3[C:10]4[C:9](=[N:8][CH:7]=[C:6]([C:4](=[O:3])[CH3:5])[N:11]=4)[N:14]=[N:13]3)=[CH:25][CH:24]=2)[CH:19]=[CH:20][CH:21]=1. The yield is 0.990. (3) The reactants are [CH2:1]([O:3][C:4]1[CH:9]=[C:8]([O:10]CC2C=CC(OC)=CC=2)[N:7]=[CH:6][C:5]=1[C:20]1[CH:25]=[CH:24][C:23]([CH2:26][C:27]([NH:29][C:30]2[CH:34]=[C:33]([C:35]([CH3:41])([CH3:40])[C:36]([F:39])([F:38])[F:37])[O:32][N:31]=2)=[O:28])=[C:22]([F:42])[CH:21]=1)[CH3:2].C(O)(C(F)(F)F)=O. The catalyst is C(Cl)Cl. The product is [CH2:1]([O:3][C:4]1[C:5]([C:20]2[CH:25]=[CH:24][C:23]([CH2:26][C:27]([NH:29][C:30]3[CH:34]=[C:33]([C:35]([CH3:41])([CH3:40])[C:36]([F:39])([F:37])[F:38])[O:32][N:31]=3)=[O:28])=[C:22]([F:42])[CH:21]=2)=[CH:6][NH:7][C:8](=[O:10])[CH:9]=1)[CH3:2]. The yield is 0.770. (4) The product is [F:8][C:4]1[CH:5]=[CH:6][CH:7]=[C:2]([F:1])[C:3]=1[N:9]1[C:14]2[N:15]=[C:16]([NH:27][CH2:28][C:29]([N:34]3[CH2:37][CH:36]([OH:38])[CH2:35]3)=[O:30])[N:17]=[C:18]([C:19]3[CH:24]=[CH:23][C:22]([F:25])=[CH:21][C:20]=3[CH3:26])[C:13]=2[CH:12]=[CH:11][C:10]1=[O:32]. The reactants are [F:1][C:2]1[CH:7]=[CH:6][CH:5]=[C:4]([F:8])[C:3]=1[N:9]1[C:14]2[N:15]=[C:16]([NH:27][CH2:28][C:29](O)=[O:30])[N:17]=[C:18]([C:19]3[CH:24]=[CH:23][C:22]([F:25])=[CH:21][C:20]=3[CH3:26])[C:13]=2[CH:12]=[CH:11][C:10]1=[O:32].Cl.[NH:34]1[CH2:37][CH:36]([OH:38])[CH2:35]1.CN(C(ON1N=NC2C1=CC=CC=2)=[N+](C)C)C.F[P-](F)(F)(F)(F)F.CN1CCOCC1. The yield is 0.490. The catalyst is CN(C=O)C.